This data is from CYP3A4 inhibition data for predicting drug metabolism from PubChem BioAssay. The task is: Regression/Classification. Given a drug SMILES string, predict its absorption, distribution, metabolism, or excretion properties. Task type varies by dataset: regression for continuous measurements (e.g., permeability, clearance, half-life) or binary classification for categorical outcomes (e.g., BBB penetration, CYP inhibition). Dataset: cyp3a4_veith. The drug is O=C(c1cc(C(F)(F)F)cc(C(F)(F)F)c1)N1CCC2(CCCN(Cc3nccs3)C2)CC1. The result is 1 (inhibitor).